Dataset: Forward reaction prediction with 1.9M reactions from USPTO patents (1976-2016). Task: Predict the product of the given reaction. Given the reactants [CH2:1]([N:3]([CH2:7][CH2:8][N:9]1[C:13](=[O:14])[C:12]2=[CH:15][CH:16]=[CH:17][CH:18]=[C:11]2[C:10]1=[O:19])[CH2:4][CH2:5][OH:6])[CH3:2].C1(P(C2C=CC=CC=2)C2C=CC=CC=2)C=CC=CC=1.[N+:39]([C:42]1[C:47](O)=[CH:46][CH:45]=[CH:44][N:43]=1)([O-:41])=[O:40].N(C(OC(C)C)=O)=NC(OC(C)C)=O, predict the reaction product. The product is: [CH2:1]([N:3]([CH2:7][CH2:8][N:9]1[C:13](=[O:14])[C:12]2=[CH:15][CH:16]=[CH:17][CH:18]=[C:11]2[C:10]1=[O:19])[CH2:4][CH2:5][O:6][C:47]1[C:42]([N+:39]([O-:41])=[O:40])=[N:43][CH:44]=[CH:45][CH:46]=1)[CH3:2].